This data is from Forward reaction prediction with 1.9M reactions from USPTO patents (1976-2016). The task is: Predict the product of the given reaction. (1) Given the reactants [CH2:1]([O:3][C:4]1[CH:12]=[CH:11][CH:10]=[CH:9][C:5]=1[C:6]([OH:8])=[O:7])[CH3:2].[Cl:13]N1C(=O)CCC1=O, predict the reaction product. The product is: [Cl:13][C:10]1[CH:11]=[CH:12][C:4]([O:3][CH2:1][CH3:2])=[C:5]([CH:9]=1)[C:6]([OH:8])=[O:7]. (2) Given the reactants Cl[C:2]1[C:3]([N+:9]([O-:11])=[O:10])=[C:4]([CH:6]=[CH:7][CH:8]=1)[NH2:5].[CH3:12][S-:13].[Na+].O, predict the reaction product. The product is: [CH3:12][S:13][C:2]1[C:3]([N+:9]([O-:11])=[O:10])=[C:4]([CH:6]=[CH:7][CH:8]=1)[NH2:5].